From a dataset of Catalyst prediction with 721,799 reactions and 888 catalyst types from USPTO. Predict which catalyst facilitates the given reaction. (1) Reactant: [F:1][C:2]1[CH:25]=[CH:24][CH:23]=[CH:22][C:3]=1[CH2:4][N:5]1[C:9]2=[N:10][CH:11]=[CH:12][CH:13]=[C:8]2[C:7]([C:14]2[N:19]=[C:18]([NH2:20])[C:17]([NH2:21])=[CH:16][CH:15]=2)=[N:6]1.O=[C:27]([CH3:33])[C:28](OCC)=[O:29].S(=O)(=O)(O)O. Product: [F:1][C:2]1[CH:25]=[CH:24][CH:23]=[CH:22][C:3]=1[CH2:4][N:5]1[C:9]2=[N:10][CH:11]=[CH:12][CH:13]=[C:8]2[C:7]([C:14]2[CH:15]=[CH:16][C:17]3[N:21]=[C:27]([CH3:33])[C:28](=[O:29])[NH:20][C:18]=3[N:19]=2)=[N:6]1. The catalyst class is: 8. (2) Reactant: [C:1]1([CH3:11])[CH:6]=[CH:5][C:4]([S:7](Cl)(=[O:9])=[O:8])=[CH:3][CH:2]=1.C(N(CC)CC)C.[N:19]1([CH2:24][CH2:25][OH:26])[CH:23]=[CH:22][N:21]=[N:20]1.Cl. Product: [N:19]1([CH2:24][CH2:25][O:26][S:7]([C:4]2[CH:5]=[CH:6][C:1]([CH3:11])=[CH:2][CH:3]=2)(=[O:9])=[O:8])[CH:23]=[CH:22][N:21]=[N:20]1. The catalyst class is: 166.